This data is from Catalyst prediction with 721,799 reactions and 888 catalyst types from USPTO. The task is: Predict which catalyst facilitates the given reaction. Reactant: [C:1]([C:3]1[CH:8]=[CH:7][C:6]([C:9]2[C:14]([C:15]([F:18])([F:17])[F:16])=[CH:13][C:12]([F:19])=[C:11]([CH2:20][O:21][C:22]3[N:27]=[CH:26][C:25]4[C@@H:28]5[C@@H:31]([C:32]([O:34][CH2:35][CH3:36])=[O:33])[C@@H:29]5[CH2:30][C:24]=4[CH:23]=3)[CH:10]=2)=[C:5]([F:37])[CH:4]=1)#[N:2].[N:38]([Sn](C)(C)C)=[N+:39]=[N-:40]. The catalyst class is: 11. Product: [F:37][C:5]1[CH:4]=[C:3]([C:1]2[NH:40][N:39]=[N:38][N:2]=2)[CH:8]=[CH:7][C:6]=1[C:9]1[C:14]([C:15]([F:18])([F:16])[F:17])=[CH:13][C:12]([F:19])=[C:11]([CH2:20][O:21][C:22]2[N:27]=[CH:26][C:25]3[C@@H:28]4[C@@H:31]([C:32]([O:34][CH2:35][CH3:36])=[O:33])[C@@H:29]4[CH2:30][C:24]=3[CH:23]=2)[CH:10]=1.